Dataset: Tyrosyl-DNA phosphodiesterase HTS with 341,365 compounds. Task: Binary Classification. Given a drug SMILES string, predict its activity (active/inactive) in a high-throughput screening assay against a specified biological target. The drug is Clc1n(nc(c1/C=N\NC(=O)c1c(F)cccc1)C)c1ccccc1. The result is 0 (inactive).